From a dataset of Full USPTO retrosynthesis dataset with 1.9M reactions from patents (1976-2016). Predict the reactants needed to synthesize the given product. (1) Given the product [Cl:20][C:10]1[C:9]2[C:14](=[CH:15][CH:16]=[C:7]([C:28]([C:27]3[C:22]([CH3:21])=[N:23][C:24]([CH3:36])=[CH:25][CH:26]=3)([C:30]3[N:34]([CH3:35])[N:33]=[N:32][CH:31]=3)[OH:29])[CH:8]=2)[N:13]=[C:12]([O:17][CH3:18])[C:11]=1[CH3:19], predict the reactants needed to synthesize it. The reactants are: C([Li])CCC.Br[C:7]1[CH:8]=[C:9]2[C:14](=[CH:15][CH:16]=1)[N:13]=[C:12]([O:17][CH3:18])[C:11]([CH3:19])=[C:10]2[Cl:20].[CH3:21][C:22]1[C:27]([C:28]([C:30]2[N:34]([CH3:35])[N:33]=[N:32][CH:31]=2)=[O:29])=[CH:26][CH:25]=[C:24]([CH3:36])[N:23]=1. (2) Given the product [Cl:1][C:2]1[CH:3]=[C:4]([NH:9][C:10]([N:12]2[CH2:17][CH2:16][N:15]([C:18]([CH:20]3[O:25][CH2:24][CH2:23][N:22]([CH2:33][CH2:32][C:29]4[CH:30]=[CH:31][CH:26]=[CH:27][CH:28]=4)[CH2:21]3)=[O:19])[CH2:14][CH2:13]2)=[O:11])[CH:5]=[CH:6][C:7]=1[Cl:8], predict the reactants needed to synthesize it. The reactants are: [Cl:1][C:2]1[CH:3]=[C:4]([NH:9][C:10]([N:12]2[CH2:17][CH2:16][N:15]([C:18]([CH:20]3[O:25][CH2:24][CH2:23][NH:22][CH2:21]3)=[O:19])[CH2:14][CH2:13]2)=[O:11])[CH:5]=[CH:6][C:7]=1[Cl:8].[CH:26]1[CH:31]=[CH:30][C:29]([CH2:32][CH:33]=O)=[CH:28][CH:27]=1.[BH-](OC(C)=O)(OC(C)=O)OC(C)=O.[Na+]. (3) Given the product [C:7]([CH:6]=[C:15]1[CH2:19][N:18]([C:20]([O:22][C:23]([CH3:26])([CH3:25])[CH3:24])=[O:21])[C@H:17]([C:27]([O:29][CH3:30])=[O:28])[CH2:16]1)#[N:8], predict the reactants needed to synthesize it. The reactants are: CCOP(OCC)([CH2:6][C:7]#[N:8])=O.[H-].[Na+].O=[C:15]1[CH2:19][N:18]([C:20]([O:22][C:23]([CH3:26])([CH3:25])[CH3:24])=[O:21])[C@H:17]([C:27]([O:29][CH3:30])=[O:28])[CH2:16]1.[Cl-].[NH4+].